This data is from Experimentally validated miRNA-target interactions with 360,000+ pairs, plus equal number of negative samples. The task is: Binary Classification. Given a miRNA mature sequence and a target amino acid sequence, predict their likelihood of interaction. The miRNA is mmu-miR-466i-3p with sequence AUACACACACACAUACACACUA. The protein sequence of the target gene is MFPSVSSPRTPGPGTRRGPLVGIGPTSTPRASRRGLSLGSAVNSPVLFSPAGRRSSVSSRGTPTRIFPHHSISESVNYDVRVFGSSLPVKIMEALTMAEADEQLSVHVDEGGWACLVCTEKLLIWKIAVSPVTKLSVCKELQLPPSDFHGSADLVALSYAATSGEVHSVQAVSVMVATKEGSIRYWPSLAREDTYSDTCVDLGGEKMCRFLTAVQGGSFILSSVGSQLVRLIPESSGKIHQHVLPQGQGMLSGIGRRVSSLFGILSPTSDLMLASVLWDRGGSSFYTLTSSNISKWELDD.... Result: 1 (interaction).